Dataset: Full USPTO retrosynthesis dataset with 1.9M reactions from patents (1976-2016). Task: Predict the reactants needed to synthesize the given product. (1) The reactants are: [C:1]([C:5]1[CH:10]=[CH:9][C:8]([N:11]2[CH:19](O)[C:18]3[CH:17]=[CH:16][N:15]=[C:14]([F:21])[C:13]=3[C:12]2=[O:22])=[CH:7][CH:6]=1)([CH3:4])([CH3:3])[CH3:2].C([SiH](CC)CC)C.C(O)(C(F)(F)F)=O. Given the product [C:1]([C:5]1[CH:6]=[CH:7][C:8]([N:11]2[CH2:19][C:18]3[CH:17]=[CH:16][N:15]=[C:14]([F:21])[C:13]=3[C:12]2=[O:22])=[CH:9][CH:10]=1)([CH3:4])([CH3:2])[CH3:3], predict the reactants needed to synthesize it. (2) The reactants are: [Cl:1][C:2]1[CH:7]=[C:6]([OH:8])[C:5]([F:9])=[CH:4][C:3]=1[CH:10]([CH3:25])[C:11]([C:17]1[CH:18]=[CH:19][C:20](=[O:24])[N:21]([CH3:23])[CH:22]=1)([OH:16])[C:12]([F:15])([F:14])[F:13].[F:26][C:27]1[CH:28]=[C:29](B(O)O)[CH:30]=[CH:31][C:32]=1[C:33]([O:35][CH3:36])=[O:34]. Given the product [CH3:36][O:35][C:33](=[O:34])[C:32]1[CH:31]=[CH:30][C:29]([O:8][C:6]2[CH:7]=[C:2]([Cl:1])[C:3]([CH:10]([CH3:25])[C:11]([OH:16])([C:17]3[CH:18]=[CH:19][C:20](=[O:24])[N:21]([CH3:23])[CH:22]=3)[C:12]([F:15])([F:14])[F:13])=[CH:4][C:5]=2[F:9])=[CH:28][C:27]=1[F:26], predict the reactants needed to synthesize it.